Dataset: Catalyst prediction with 721,799 reactions and 888 catalyst types from USPTO. Task: Predict which catalyst facilitates the given reaction. Reactant: Cl.[Cl:2][C:3]1[CH:8]=[CH:7][CH:6]=[CH:5][C:4]=1[N:9]1[C:13]([CH3:14])=[C:12]([N:15]2[CH2:20][CH2:19][N:18](C(OC(C)(C)C)=O)[CH2:17][C:16]2=[O:28])[N:11]=[N:10]1. Product: [Cl:2][C:3]1[CH:8]=[CH:7][CH:6]=[CH:5][C:4]=1[N:9]1[C:13]([CH3:14])=[C:12]([N:15]2[CH2:20][CH2:19][NH:18][CH2:17][C:16]2=[O:28])[N:11]=[N:10]1. The catalyst class is: 12.